Task: Predict the reaction yield, written as a fraction of the theoretical maximum amount of product (1.0 means a 100% yield; for example, 0.34 means a 34% yield).. Dataset: Reaction yield outcomes from USPTO patents with 853,638 reactions (1) The yield is 0.540. No catalyst specified. The product is [Cl:10][C:11]1[CH:12]=[CH:13][C:14]([NH:19][C:18]([C:20]2[C:29]3[C:24](=[CH:25][CH:26]=[CH:27][CH:28]=3)[CH:23]=[CH:22][CH:21]=2)=[O:17])=[C:15]([C:16]([NH:32][C:33]2([CH2:38][OH:39])[CH2:37][CH2:36][CH2:35][CH2:34]2)=[O:30])[CH:31]=1. The reactants are C(N(C(C)C)CC)(C)C.[Cl:10][C:11]1[CH:12]=[CH:13][C:14]2[N:19]=[C:18]([C:20]3[C:29]4[C:24](=[CH:25][CH:26]=[CH:27][CH:28]=4)[CH:23]=[CH:22][CH:21]=3)[O:17][C:16](=[O:30])[C:15]=2[CH:31]=1.[NH2:32][C:33]1([CH2:38][OH:39])[CH2:37][CH2:36][CH2:35][CH2:34]1. (2) The reactants are Cl.[CH3:2][O:3][C:4]1[C:9]([C:10](Cl)=[O:11])=[C:8]([CH3:13])[N:7]=[C:6]([O:14][CH3:15])[CH:5]=1.[CH3:16][NH2:17]. The catalyst is ClCCl.C1COCC1.O. The product is [CH3:2][O:3][C:4]1[C:9]([C:10]([NH:17][CH3:16])=[O:11])=[C:8]([CH3:13])[N:7]=[C:6]([O:14][CH3:15])[CH:5]=1. The yield is 0.660. (3) The reactants are C([O:8][C:9]1[CH:18]=[C:17]2[C:12]([C:13]([O:19][C:20]3[CH:25]=[CH:24][C:23]([NH:26][C:27](=[O:39])[C:28]([NH:30][CH2:31][CH2:32][C:33]4[CH:38]=[CH:37][CH:36]=[CH:35][CH:34]=4)=[O:29])=[CH:22][C:21]=3[F:40])=[CH:14][CH:15]=[N:16]2)=[CH:11][C:10]=1[O:41][CH3:42])C1C=CC=CC=1. The catalyst is CO.CN(C=O)C.ClCCl.C(OCC)(=O)C.C(O)(=O)C.[OH-].[Pd+2].[OH-]. The product is [F:40][C:21]1[CH:22]=[C:23]([NH:26][C:27](=[O:39])[C:28]([NH:30][CH2:31][CH2:32][C:33]2[CH:34]=[CH:35][CH:36]=[CH:37][CH:38]=2)=[O:29])[CH:24]=[CH:25][C:20]=1[O:19][C:13]1[C:12]2[C:17](=[CH:18][C:9]([OH:8])=[C:10]([O:41][CH3:42])[CH:11]=2)[N:16]=[CH:15][CH:14]=1. The yield is 0.950. (4) The reactants are [C:1]([O:5][C:6]([N:8]([CH3:18])[CH2:9][C:10]([N:12]([CH2:14][C:15]([OH:17])=O)[CH3:13])=[O:11])=[O:7])([CH3:4])([CH3:3])[CH3:2].CN(C(F)=[N+](C)C)C.F[P-](F)(F)(F)(F)F.CCN(C(C)C)C(C)C.[N+:43]([C:46]1[CH:54]=[C:53]2[C:49]([CH:50]=[CH:51][NH:52]2)=[CH:48][CH:47]=1)([O-:45])=[O:44]. The catalyst is C1COCC1. The product is [C:1]([O:5][C:6](=[O:7])[N:8]([CH3:18])[CH2:9][C:10](=[O:11])[N:12]([CH3:13])[CH2:14][C:15]([N:52]1[C:53]2[C:49](=[CH:48][CH:47]=[C:46]([N+:43]([O-:45])=[O:44])[CH:54]=2)[CH:50]=[CH:51]1)=[O:17])([CH3:2])([CH3:3])[CH3:4]. The yield is 0.300.